From a dataset of Forward reaction prediction with 1.9M reactions from USPTO patents (1976-2016). Predict the product of the given reaction. Given the reactants [CH2:1]([N:8]1[C:17]2[CH:18]=[C:19](Cl)[CH:20]=[CH:21][C:16]=2[C:15]2[C:10](=[CH:11][N:12]=[CH:13][CH:14]=2)[C:9]1=[O:23])[C:2]1[CH:7]=[CH:6][CH:5]=[CH:4][CH:3]=1.C(=O)([O-])[O-].[Cs+].[Cs+].[C:30]([NH:37][C@H:38]([CH2:43][OH:44])[CH2:39][CH:40]([CH3:42])[CH3:41])([O:32][C:33]([CH3:36])([CH3:35])[CH3:34])=[O:31], predict the reaction product. The product is: [CH2:1]([N:8]1[C:17]2[CH:18]=[C:19]([O:44][CH2:43][C@@H:38]([NH:37][C:30](=[O:31])[O:32][C:33]([CH3:34])([CH3:36])[CH3:35])[CH2:39][CH:40]([CH3:42])[CH3:41])[CH:20]=[CH:21][C:16]=2[C:15]2[C:10](=[CH:11][N:12]=[CH:13][CH:14]=2)[C:9]1=[O:23])[C:2]1[CH:7]=[CH:6][CH:5]=[CH:4][CH:3]=1.